Regression. Given two drug SMILES strings and cell line genomic features, predict the synergy score measuring deviation from expected non-interaction effect. From a dataset of NCI-60 drug combinations with 297,098 pairs across 59 cell lines. (1) Drug 1: CN1C2=C(C=C(C=C2)N(CCCl)CCCl)N=C1CCCC(=O)O.Cl. Drug 2: COC1=C2C(=CC3=C1OC=C3)C=CC(=O)O2. Cell line: COLO 205. Synergy scores: CSS=2.11, Synergy_ZIP=-0.396, Synergy_Bliss=-0.713, Synergy_Loewe=0.808, Synergy_HSA=-2.32. (2) Synergy scores: CSS=1.65, Synergy_ZIP=-1.70, Synergy_Bliss=-3.16, Synergy_Loewe=-0.821, Synergy_HSA=-3.88. Drug 2: C1CC(=O)NC(=O)C1N2C(=O)C3=CC=CC=C3C2=O. Cell line: MALME-3M. Drug 1: C1C(C(OC1N2C=C(C(=O)NC2=O)F)CO)O.